This data is from Forward reaction prediction with 1.9M reactions from USPTO patents (1976-2016). The task is: Predict the product of the given reaction. Given the reactants C(OC(=O)[NH:7][C@@H:8]([C:10]1[N:11]([C:24]2[CH:29]=[CH:28][C:27]([O:30][CH2:31][CH3:32])=[CH:26][CH:25]=2)[C:12](=[O:23])[C:13]2[CH2:19][CH2:18][CH2:17][N:16]([C:20](=[O:22])[CH3:21])[C:14]=2[N:15]=1)[CH3:9])(C)(C)C.ClCCl, predict the reaction product. The product is: [C:20]([N:16]1[C:14]2[N:15]=[C:10]([C@H:8]([NH2:7])[CH3:9])[N:11]([C:24]3[CH:29]=[CH:28][C:27]([O:30][CH2:31][CH3:32])=[CH:26][CH:25]=3)[C:12](=[O:23])[C:13]=2[CH2:19][CH2:18][CH2:17]1)(=[O:22])[CH3:21].